Dataset: Drug-target binding data from BindingDB using IC50 measurements. Task: Regression. Given a target protein amino acid sequence and a drug SMILES string, predict the binding affinity score between them. We predict pIC50 (pIC50 = -log10(IC50 in M); higher means more potent). Dataset: bindingdb_ic50. (1) The drug is Cc1cc(-c2cccc(C(=O)c3cccc(O)c3)n2)ccc1O. The target protein sequence is MSTFFSDTAWICLAVPTVLCGTVFCKYKKSSGQLWSWMVCLAGLCAVCLLILSPFWGLILFSVSCFLMYTYLSGQELLPVDQKAVLVTGGDCGLGHALCKYLDELGFTVFAGVLNENGPGAEELRRTCSPRLSVLQMDITKPVQIKDAYSKVAAMLQDRGLWAVINNAGVLGFPTDGELLLMTDYKQCMAVNFFGTVEVTKTFLPLLRKSKGRLVNVSSMGGGAPMERLASYGSSKAAVTMFSSVMRLELSKWGIKVASIQPGGFLTNIAGTSDKWEKLEKDILDHLPAEVQEDYGQDYILAQRNFLLLINSLASKDFSPVLRDIQHAILAKSPFAYYTPGKGAYLWICLAHYLPIGIYDYFAKRHFGQDKPMPRALRMPNYKKKAT. The pIC50 is 6.6. (2) The drug is O=C(Nc1nc2cccc(-c3ccc(OCC4CCC4)cc3)n2n1)C1CC1. The target protein sequence is PHNLADVLTVNPDSPASDPTVFHKRYLKKIRDLGEGHFGKVSLYCYDPTNDGTGEMVAVKALKADCGPQHRSGWKQEIDILRTLYHEHIIKYKGCCEDQGEKSLQLVMEYVPLGSLRDYLPRHSIGLAQLLLFAQQICEGMAYLHAQHYIHRDLAARNVLLDNDRLVKIGDFGLAKAVPEGHEYYRVREDGDSPVFWYAPECLKEYKFYYASDVWSFGVTLYELLTHCDSSQSPPTKFLELIGIAQGQMTVLRLTELLERGERLPRPDKCPCEVYHLMKNCWETEASFRPTFENLIPILKTVHEKYQGQAPSVFSVC. The pIC50 is 6.0. (3) The drug is O=C(NCC(c1ccccc1)n1ccnc1)c1ccc(-c2ccc(Cl)cc2)cc1. The target protein (Q07973) has sequence MSSPISKSRSLAAFLQQLRSPRQPPRLVTSTAYTSPQPREVPVCPLTAGGETQNAAALPGPTSWPLLGSLLQILWKGGLKKQHDTLVEYHKKYGKIFRMKLGSFESVHLGSPCLLEALYRTESAYPQRLEIKPWKAYRDYRKEGYGLLILEGEDWQRVRSAFQKKLMKPGEVMKLDNKINEVLADFMGRIDELCDERGHVEDLYSELNKWSFESICLVLYEKRFGLLQKNAGDEAVNFIMAIKTMMSTFGRMMVTPVELHKSLNTKVWQDHTLAWDTIFKSVKACIDNRLEKYSQQPSADFLCDIYHQNRLSKKELYAAVTELQLAAVETTANSLMWILYNLSRNPQVQQKLLKEIQSVLPENQVPRAEDLRNMPYLKACLKESMRLTPSVPFTTRTLDKATVLGEYALPKGTVLMLNTQVLGSSEDNFEDSSQFRPERWLQEKEKINPFAHLPFGVGKRMCIGRRLAELQLHLALCWIVRKYDIQATDNEPVEMLHSGT.... The pIC50 is 7.8. (4) The small molecule is O=CNCCCCOc1ccc(C(=O)N2CCC(N3C(=O)CCc4ccccc43)CC2)cc1. The target protein (Q00788) has sequence MLLVSTVSAVPGLFSPPSSPSNSSQEELLDDRDPLLVRAELALLSTIFVAVALSNGLVLGALIRRGRRGRWAPMHVFISHLCLADLAVALFQVLPQLAWDATDRFHGPDALCRAVKYLQMVGMYASSYMILAMTLDRHRAICRPMLAYRHGGGARWNRPVLVAWAFSLLLSLPQLFIFAQRDVGNGSGVFDCWARFAEPWGLRAYVTWIALMVFVAPALGIAACQVLIFREIHASLVPGPSERAGRRRRGRRTGSPSEGAHVSAAMAKTVRMTLVIVIVYVLCWAPFFLVQLWAAWDPEAPLERPPFVLLMLLASLNSCTNPWIYASFSSSVSSELRSLLCCAQRHTTHSLGPQDESCATASSSLMKDTPS. The pIC50 is 4.0.